Dataset: Forward reaction prediction with 1.9M reactions from USPTO patents (1976-2016). Task: Predict the product of the given reaction. (1) Given the reactants Cl[C:2]1[N:7]=[C:6]([C:8]2[S:12][C:11]([NH:13][CH2:14][CH3:15])=[N:10][C:9]=2[C:16]2[CH:21]=[CH:20][CH:19]=[C:18]([O:22]CC3C=CC(OC)=CC=3)[CH:17]=2)[CH:5]=[CH:4][N:3]=1.[Cl:32][C:33]1[CH:34]=[C:35]([NH2:47])[CH:36]=[CH:37][C:38]=1[O:39][CH2:40][CH2:41][N:42]1[CH2:46][CH2:45][CH2:44][CH2:43]1, predict the reaction product. The product is: [Cl:32][C:33]1[CH:34]=[C:35]([NH:47][C:2]2[N:7]=[C:6]([C:8]3[S:12][C:11]([NH:13][CH2:14][CH3:15])=[N:10][C:9]=3[C:16]3[CH:17]=[C:18]([OH:22])[CH:19]=[CH:20][CH:21]=3)[CH:5]=[CH:4][N:3]=2)[CH:36]=[CH:37][C:38]=1[O:39][CH2:40][CH2:41][N:42]1[CH2:43][CH2:44][CH2:45][CH2:46]1. (2) Given the reactants B(Br)(Br)Br.[CH2:5]([O:7][C:8]([C:10]1[S:19][C:18]2[C:17]3[CH:20]=[C:21]([Cl:26])[CH:22]=[C:23]([O:24]C)[C:16]=3[O:15][C:14]3[CH:27]=[CH:28][CH:29]=[CH:30][C:13]=3[C:12]=2[CH:11]=1)=[O:9])[CH3:6], predict the reaction product. The product is: [CH2:5]([O:7][C:8]([C:10]1[S:19][C:18]2[C:17]3[CH:20]=[C:21]([Cl:26])[CH:22]=[C:23]([OH:24])[C:16]=3[O:15][C:14]3[CH:27]=[CH:28][CH:29]=[CH:30][C:13]=3[C:12]=2[CH:11]=1)=[O:9])[CH3:6]. (3) Given the reactants Cl.[C:2]([C:6]1[S:10][C:9]([CH:11]2[CH2:16][CH:15]([C:17]([O:19][CH3:20])=[O:18])[CH2:14][CH2:13][NH:12]2)=[CH:8][CH:7]=1)([CH3:5])([CH3:4])[CH3:3].CCN(C(C)C)C(C)C.Cl[C:31]([O:33][CH3:34])=[O:32], predict the reaction product. The product is: [C:2]([C:6]1[S:10][C:9]([CH:11]2[CH2:16][CH:15]([C:17]([O:19][CH3:20])=[O:18])[CH2:14][CH2:13][N:12]2[C:31]([O:33][CH3:34])=[O:32])=[CH:8][CH:7]=1)([CH3:5])([CH3:3])[CH3:4]. (4) Given the reactants Cl.[NH2:2][C:3](=[NH:15])[C:4]1[CH:14]=[CH:13][C:7]([C:8]([O:10][CH2:11][CH3:12])=[O:9])=[CH:6][CH:5]=1.O.[NH2:17]N.[C:19]([NH:22][CH:23]([CH2:31][CH3:32])[C:24](=O)[C:25](OCC)=[O:26])(=[O:21])[CH3:20], predict the reaction product. The product is: [C:19]([NH:22][CH:23]([C:24]1[C:25](=[O:26])[NH:15][C:3]([C:4]2[CH:14]=[CH:13][C:7]([C:8]([O:10][CH2:11][CH3:12])=[O:9])=[CH:6][CH:5]=2)=[N:2][N:17]=1)[CH2:31][CH3:32])(=[O:21])[CH3:20].